Dataset: Catalyst prediction with 721,799 reactions and 888 catalyst types from USPTO. Task: Predict which catalyst facilitates the given reaction. (1) Reactant: [Cl:1][C:2]1[CH:3]=[C:4]([CH:7]=[C:8]([O:10][C:11]2[C:19]3[N:18]=[N:17][NH:16][C:15]=3[CH:14]=[CH:13][C:12]=2[Cl:20])[CH:9]=1)[C:5]#[N:6].C(=O)([O-])[O-].[Cs+].[Cs+].Br[CH2:28][C:29]([O:31][C:32]([CH3:35])([CH3:34])[CH3:33])=[O:30]. Product: [Cl:20][C:12]1[CH:13]=[CH:14][C:15]2[N:16]([CH2:28][C:29]([O:31][C:32]([CH3:35])([CH3:34])[CH3:33])=[O:30])[N:17]=[N:18][C:19]=2[C:11]=1[O:10][C:8]1[CH:7]=[C:4]([C:5]#[N:6])[CH:3]=[C:2]([Cl:1])[CH:9]=1. The catalyst class is: 3. (2) Reactant: [Cl:1][C:2]1[CH:8]=[C:7]([Cl:9])[C:6]([O:10][CH3:11])=[CH:5][C:3]=1[NH2:4].[H-].[Na+].Cl[C:15]1[C:20]([C:21]#[N:22])=[CH:19][N:18]=[C:17]2[CH:23]=[CH:24][S:25][C:16]=12. Product: [Cl:1][C:2]1[CH:8]=[C:7]([Cl:9])[C:6]([O:10][CH3:11])=[CH:5][C:3]=1[NH:4][C:15]1[C:20]([C:21]#[N:22])=[CH:19][N:18]=[C:17]2[CH:23]=[CH:24][S:25][C:16]=12. The catalyst class is: 7. (3) Reactant: F[C:2](F)(F)C([O-])=O.[Na+].[NH2:9][C@@H:10]([CH2:23][C:24]1[CH:29]=[CH:28][CH:27]=[CH:26][CH:25]=1)[CH2:11][O:12][CH2:13][C:14]1[CH:22]=[CH:21][C:17]([C:18]([OH:20])=[O:19])=[CH:16][CH:15]=1.C1(C)C=CC(S([O-])(=O)=O)=CC=1.S(Cl)([Cl:43])=O. Product: [ClH:43].[CH3:2][O:19][C:18](=[O:20])[C:17]1[CH:21]=[CH:22][C:14]([CH2:13][O:12][CH2:11][C@@H:10]([NH2:9])[CH2:23][C:24]2[CH:25]=[CH:26][CH:27]=[CH:28][CH:29]=2)=[CH:15][CH:16]=1. The catalyst class is: 5. (4) Reactant: [CH:1]#[C:2][C:3]1[CH:8]=[CH:7][C:6]([OH:9])=[CH:5][CH:4]=1.[C:10]([O:17][C:18]([O:20][C:21]([CH3:24])([CH3:23])[CH3:22])=[O:19])(OC(C)(C)C)=O.N1C=CC=CC=1. Product: [OH:9][C:6]1[CH:7]=[CH:8][C:3]([CH:2]=[CH2:1])=[CH:4][CH:5]=1.[C:21]([O:20][C:18]([O:17][C:10]1[CH:5]=[CH:4][C:3]([CH:8]=[CH2:7])=[CH:2][CH:1]=1)=[O:19])([CH3:22])([CH3:23])[CH3:24]. The catalyst class is: 13. (5) Reactant: C(OC(=O)[NH:7][CH:8]1[CH2:16][C:15]2[C:10](=[CH:11][CH:12]=[C:13]([NH:17][C:18]([C:20]3[C:21]([C:27]4[CH:32]=[CH:31][C:30]([C:33]([F:36])([F:35])[F:34])=[CH:29][CH:28]=4)=[C:22]([CH3:26])[CH:23]=[CH:24][CH:25]=3)=[O:19])[CH:14]=2)[CH2:9]1)(C)(C)C. Product: [NH2:7][CH:8]1[CH2:16][C:15]2[C:10](=[CH:11][CH:12]=[C:13]([NH:17][C:18]([C:20]3[C:21]([C:27]4[CH:28]=[CH:29][C:30]([C:33]([F:34])([F:35])[F:36])=[CH:31][CH:32]=4)=[C:22]([CH3:26])[CH:23]=[CH:24][CH:25]=3)=[O:19])[CH:14]=2)[CH2:9]1. The catalyst class is: 106. (6) Reactant: [Br:1][C:2]1[CH:3]=[C:4]2[C:8](=[CH:9][CH:10]=1)[NH:7][CH:6]=[C:5]2[C:11](=O)[C:12]([O:14]C)=O.Cl.[NH2:18][NH2:19]. Product: [Br:1][C:2]1[CH:10]=[CH:9][C:8]2[NH:7][C:12](=[O:14])[C:11]3[NH:18][N:19]=[CH:6][C:5]=3[C:4]=2[CH:3]=1. The catalyst class is: 52.